This data is from Merck oncology drug combination screen with 23,052 pairs across 39 cell lines. The task is: Regression. Given two drug SMILES strings and cell line genomic features, predict the synergy score measuring deviation from expected non-interaction effect. (1) Drug 2: C=CCn1c(=O)c2cnc(Nc3ccc(N4CCN(C)CC4)cc3)nc2n1-c1cccc(C(C)(C)O)n1. Drug 1: O=c1[nH]cc(F)c(=O)[nH]1. Synergy scores: synergy=14.0. Cell line: HCT116. (2) Drug 1: CN(Cc1cnc2nc(N)nc(N)c2n1)c1ccc(C(=O)NC(CCC(=O)O)C(=O)O)cc1. Drug 2: Cc1nc(Nc2ncc(C(=O)Nc3c(C)cccc3Cl)s2)cc(N2CCN(CCO)CC2)n1. Cell line: OV90. Synergy scores: synergy=-1.61. (3) Drug 1: CN(Cc1cnc2nc(N)nc(N)c2n1)c1ccc(C(=O)NC(CCC(=O)O)C(=O)O)cc1. Drug 2: CC(C)CC(NC(=O)C(Cc1ccccc1)NC(=O)c1cnccn1)B(O)O. Cell line: MSTO. Synergy scores: synergy=-7.97. (4) Drug 1: CC(C)CC(NC(=O)C(Cc1ccccc1)NC(=O)c1cnccn1)B(O)O. Drug 2: Cn1c(=O)n(-c2ccc(C(C)(C)C#N)cc2)c2c3cc(-c4cnc5ccccc5c4)ccc3ncc21. Cell line: VCAP. Synergy scores: synergy=12.9. (5) Drug 1: O=C(NOCC(O)CO)c1ccc(F)c(F)c1Nc1ccc(I)cc1F. Drug 2: CNC(=O)c1cc(Oc2ccc(NC(=O)Nc3ccc(Cl)c(C(F)(F)F)c3)cc2)ccn1. Cell line: UACC62. Synergy scores: synergy=8.87.